Predict the product of the given reaction. From a dataset of Forward reaction prediction with 1.9M reactions from USPTO patents (1976-2016). Given the reactants [CH:1]1([C:7]2[CH:12]=[CH:11][C:10]([NH2:13])=[CH:9][CH:8]=2)[CH2:6][CH2:5][CH2:4][CH2:3][CH2:2]1.C(OC([NH:21][CH2:22][CH2:23][CH2:24][CH2:25][C@@H:26]([NH:30]C(OCC1C2C=CC=CC=2C2C1=CC=CC=2)=O)[C:27](O)=[O:28])=O)(C)(C)C.[CH2:48]([O:55][C:56]1[CH:61]=[CH:60][C:59]([N:62]=[C:63]=[O:64])=[CH:58][CH:57]=1)[C:49]1[CH:54]=[CH:53][CH:52]=[CH:51][CH:50]=1, predict the reaction product. The product is: [CH:1]1([C:7]2[CH:8]=[CH:9][C:10]([NH:13][C:27](=[O:28])[C@H:26]([NH:30][C:63]([NH:62][C:59]3[CH:60]=[CH:61][C:56]([O:55][CH2:48][C:49]4[CH:50]=[CH:51][CH:52]=[CH:53][CH:54]=4)=[CH:57][CH:58]=3)=[O:64])[CH2:25][CH2:24][CH2:23][CH2:22][NH2:21])=[CH:11][CH:12]=2)[CH2:2][CH2:3][CH2:4][CH2:5][CH2:6]1.